This data is from Full USPTO retrosynthesis dataset with 1.9M reactions from patents (1976-2016). The task is: Predict the reactants needed to synthesize the given product. (1) Given the product [CH2:25]([O:32][C:6]([NH:3][CH:47]([CH2:51][CH:52]1[CH2:53][CH2:54][N:55]([C:58]([O:60][C:61]([CH3:64])([CH3:62])[CH3:63])=[O:59])[CH2:56][CH2:57]1)[CH2:46][CH:43]1[CH2:44][CH2:45][N:40]([C:38]([O:37][C:33]([CH3:36])([CH3:34])[CH3:35])=[O:39])[CH2:41][CH2:42]1)=[O:15])[C:26]1[CH:31]=[CH:30][CH:29]=[CH:28][CH:27]=1, predict the reactants needed to synthesize it. The reactants are: C([N:3]([CH2:6]C)CC)C.C1(P(N=[N+]=[N-])(C2C=CC=CC=2)=[O:15])C=CC=CC=1.[CH2:25]([OH:32])[C:26]1[CH:31]=[CH:30][CH:29]=[CH:28][CH:27]=1.[C:33]([O:37][C:38]([N:40]1[CH2:45][CH2:44][CH:43]([CH2:46][CH:47]([CH2:51][CH:52]2[CH2:57][CH2:56][N:55]([C:58]([O:60][C:61]([CH3:64])([CH3:63])[CH3:62])=[O:59])[CH2:54][CH2:53]2)C(O)=O)[CH2:42][CH2:41]1)=[O:39])([CH3:36])([CH3:35])[CH3:34]. (2) Given the product [ClH:39].[F:38][CH:2]([F:1])[O:3][C:4]1[CH:9]=[CH:8][C:7]([N:10]2[CH:14]=[C:13]([C:15]([NH:17][C:18]3[CH:23]=[CH:22][C:21]([C@@H:24]4[O:29][CH2:28][CH2:27][NH:26][CH2:25]4)=[CH:20][C:19]=3[F:37])=[O:16])[N:12]=[N:11]2)=[CH:6][CH:5]=1, predict the reactants needed to synthesize it. The reactants are: [F:1][CH:2]([F:38])[O:3][C:4]1[CH:9]=[CH:8][C:7]([N:10]2[CH:14]=[C:13]([C:15]([NH:17][C:18]3[CH:23]=[CH:22][C:21]([C@@H:24]4[O:29][CH2:28][CH2:27][N:26](C(OC(C)(C)C)=O)[CH2:25]4)=[CH:20][C:19]=3[F:37])=[O:16])[N:12]=[N:11]2)=[CH:6][CH:5]=1.[ClH:39].CCOCC. (3) Given the product [C:15]12([CH2:25][C:26]([NH:13][C:9]3[C:8]([CH3:14])=[CH:7][CH:6]=[C:5]4[C:10]=3[CH:11]=[CH:12][C:3]([Cl:2])=[N:4]4)=[O:27])[CH2:22][CH:21]3[CH2:20][CH:19]([CH2:18][CH:17]([CH2:23]3)[CH2:16]1)[CH2:24]2, predict the reactants needed to synthesize it. The reactants are: Cl.[Cl:2][C:3]1[CH:12]=[CH:11][C:10]2[C:9]([NH2:13])=[C:8]([CH3:14])[CH:7]=[CH:6][C:5]=2[N:4]=1.[C:15]12([CH2:25][C:26](Cl)=[O:27])[CH2:24][CH:19]3[CH2:20][CH:21]([CH2:23][CH:17]([CH2:18]3)[CH2:16]1)[CH2:22]2.C(N(CC)CC)C. (4) Given the product [C:1]12[CH2:8][CH2:7][C:6]1=[CH:5][CH:4]=[C:3]([N:9]([C:18]1[CH:23]=[CH:22][C:21]([Br:24])=[CH:20][CH:19]=1)[C:10]1[CH:17]=[CH:16][C:15]3[CH2:14][CH2:13][C:12]=3[CH:11]=1)[CH:2]=2, predict the reactants needed to synthesize it. The reactants are: [C:1]12[CH2:8][CH2:7][C:6]1=[CH:5][CH:4]=[C:3]([N:9]([C:18]1[CH:23]=[CH:22][CH:21]=[CH:20][CH:19]=1)[C:10]1[CH:17]=[CH:16][C:15]3[CH2:14][CH2:13][C:12]=3[CH:11]=1)[CH:2]=2.[Br:24]N1C(=O)CCC1=O.C1(C)C=CC=CC=1. (5) Given the product [CH3:17][O:18][C:19]1[CH:24]=[CH:23][CH:22]=[CH:21][C:20]=1/[CH:25]=[CH:26]/[C:27]([NH:16][C:14]1[CH:13]=[N:12][N:11]([CH2:10][CH2:9][CH2:8][CH2:7][C:2](=[O:6])[CH3:1])[CH:15]=1)=[O:28], predict the reactants needed to synthesize it. The reactants are: [CH3:1][C:2]1([CH2:7][CH2:8][CH2:9][CH2:10][N:11]2[CH:15]=[C:14]([NH2:16])[CH:13]=[N:12]2)[O:6]CCO1.[CH3:17][O:18][C:19]1[CH:24]=[CH:23][CH:22]=[CH:21][C:20]=1/[CH:25]=[CH:26]/[C:27](O)=[O:28]. (6) Given the product [Cl:1][C:2]1[CH:30]=[C:29]([N:31]2[CH:35]=[CH:34][C:33]([CH3:36])=[N:32]2)[CH:28]=[CH:27][C:3]=1[C:4]([N:6]1[C:12]2[CH:13]=[CH:14][CH:15]=[CH:16][C:11]=2/[C:10](=[CH:17]/[C:18]([NH:20][CH2:21][C:22]([NH:43][CH3:41])=[O:23])=[O:19])/[C:9]([F:26])([F:25])[CH2:8][CH2:7]1)=[O:5], predict the reactants needed to synthesize it. The reactants are: [Cl:1][C:2]1[CH:30]=[C:29]([N:31]2[CH:35]=[CH:34][C:33]([CH3:36])=[N:32]2)[CH:28]=[CH:27][C:3]=1[C:4]([N:6]1[C:12]2[CH:13]=[CH:14][CH:15]=[CH:16][C:11]=2/[C:10](=[CH:17]/[C:18]([NH:20][CH2:21][C:22](O)=[O:23])=[O:19])/[C:9]([F:26])([F:25])[CH2:8][CH2:7]1)=[O:5].C1C=CC2N(O)N=[N:43][C:41]=2C=1.CCN=C=NCCCN(C)C.CN.C1COCC1.C([O-])(O)=O.[Na+]. (7) Given the product [C:1]([NH:5][C:6]([C:8]1[C:12]2=[N:13][C:14]([C:17]3[C:25]4[C:20](=[CH:21][C:22]([F:26])=[CH:23][CH:24]=4)[N:19]([CH2:27][CH2:28][CH:29]([OH:30])[CH2:33][OH:32])[N:18]=3)=[CH:15][N:16]=[C:11]2[NH:10][CH:9]=1)=[O:7])([CH3:4])([CH3:2])[CH3:3], predict the reactants needed to synthesize it. The reactants are: [C:1]([NH:5][C:6]([C:8]1[C:12]2=[N:13][C:14]([C:17]3[C:25]4[C:20](=[CH:21][C:22]([F:26])=[CH:23][CH:24]=4)[N:19]([CH2:27][CH2:28][CH:29]4[CH2:33][O:32]C(C)(C)[O:30]4)[N:18]=3)=[CH:15][N:16]=[C:11]2[N:10](C(C2C=CC=CC=2)(C2C=CC=CC=2)C2C=CC=CC=2)[CH:9]=1)=[O:7])([CH3:4])([CH3:3])[CH3:2].FC(F)(F)C(O)=O.